From a dataset of Catalyst prediction with 721,799 reactions and 888 catalyst types from USPTO. Predict which catalyst facilitates the given reaction. (1) Reactant: [N:1]1[C:10]2[C:5](=[CH:6][CH:7]=[CH:8][CH:9]=2)[CH:4]=[CH:3][C:2]=1[C:11]([OH:13])=[O:12].C([N:16]1[CH:20]=[CH:19][N:18]=[CH:17]1)([N:16]1[CH:20]=[CH:19][N:18]=[CH:17]1)=O. Product: [N-:16]1[CH:20]=[CH:19][N:18]=[CH:17]1.[N:1]1[C:10]2[C:5](=[CH:6][CH:7]=[CH:8][CH:9]=2)[CH:4]=[CH:3][C:2]=1[C:11]([OH:13])=[O:12]. The catalyst class is: 25. (2) Reactant: Cl.[CH2:2]([O:9][NH2:10])[C:3]1[CH:8]=[CH:7][CH:6]=[CH:5][CH:4]=1.[C:11]([CH:14]1[CH2:17][N:16]([C:18](=[O:38])/[CH:19]=[CH:20]/[C:21]2[CH:22]=[C:23]3[C:34](=[N:35][CH:36]=2)[NH:33][C:32](=[O:37])[C:25]2([CH2:30][CH2:29][N:28]([CH3:31])[CH2:27][CH2:26]2)[CH2:24]3)[CH2:15]1)(=O)[CH3:12]. Product: [CH3:31][N:28]1[CH2:29][CH2:30][C:25]2([CH2:24][C:23]3[C:34](=[N:35][CH:36]=[C:21](/[CH:20]=[CH:19]/[C:18](=[O:38])[N:16]4[CH2:15][CH:14](/[C:11](=[N:10]/[O:9][CH2:2][C:3]5[CH:8]=[CH:7][CH:6]=[CH:5][CH:4]=5)/[CH3:12])[CH2:17]4)[CH:22]=3)[NH:33][C:32]2=[O:37])[CH2:26][CH2:27]1. The catalyst class is: 5. (3) Reactant: [Cl:1][C:2]1[N:3]=[C:4]([NH:22][CH:23]2[CH2:25][CH2:24]2)[C:5]2[C:10](I)=[CH:9][N:8]([S:12]([C:15]3[CH:21]=[CH:20][C:18]([CH3:19])=[CH:17][CH:16]=3)(=[O:14])=[O:13])[C:6]=2[N:7]=1.[CH:26]([Sn](C=C)(C=C)C=C)=[CH2:27].O.CCOC(C)=O. Product: [Cl:1][C:2]1[N:3]=[C:4]([NH:22][CH:23]2[CH2:25][CH2:24]2)[C:5]2[C:10]([CH:26]=[CH2:27])=[CH:9][N:8]([S:12]([C:15]3[CH:21]=[CH:20][C:18]([CH3:19])=[CH:17][CH:16]=3)(=[O:14])=[O:13])[C:6]=2[N:7]=1. The catalyst class is: 77. (4) Reactant: [C:1]([N:18](CC(C)C)[CH2:19][C:20]([OH:22])=[O:21])([O:3][CH2:4][CH:5]1[C:17]2[C:12](=[CH:13][CH:14]=[CH:15][CH:16]=2)[C:11]2[C:6]1=[CH:7][CH:8]=[CH:9][CH:10]=2)=[O:2].S(Cl)(Cl)=O.CN(C=O)C. Product: [NH:18]([C:1]([O:3][CH2:4][CH:5]1[C:6]2[C:11](=[CH:10][CH:9]=[CH:8][CH:7]=2)[C:12]2[C:17]1=[CH:16][CH:15]=[CH:14][CH:13]=2)=[O:2])[C@H:19]([C:20]([OH:22])=[O:21])[CH2:4][CH:5]([CH3:17])[CH3:6]. The catalyst class is: 2. (5) Reactant: Cl.[O:2]=[C:3]1[CH2:9][NH:8][CH2:7][C:6]2[CH:10]=[C:11]([C:14]([O:16][CH3:17])=[O:15])[CH:12]=[CH:13][C:5]=2[NH:4]1.Br[CH:19]([C:21]1[CH:26]=[CH:25][CH:24]=[CH:23][CH:22]=1)[CH3:20].CCN(C(C)C)C(C)C. Product: [O:2]=[C:3]1[NH:4][C:5]2[CH:13]=[CH:12][C:11]([C:14]([O:16][CH3:17])=[O:15])=[CH:10][C:6]=2[CH2:7][N:8]([CH:19]([C:21]2[CH:26]=[CH:25][CH:24]=[CH:23][CH:22]=2)[CH3:20])[CH2:9]1. The catalyst class is: 23. (6) Reactant: [NH2:1][C:2]1[CH:3]=[C:4]([C:8]2[C:16]([C:17]3[CH:22]=[CH:21][N:20]=[C:19]([NH:23][C:24]4[CH:29]=[CH:28][CH:27]=[C:26]([F:30])[CH:25]=4)[N:18]=3)=[C:11]3[CH:12]=[CH:13][CH:14]=[CH:15][N:10]3[N:9]=2)[CH:5]=[CH:6][CH:7]=1.[Cl:31][C:32]1[CH:40]=[CH:39][C:38]([F:41])=[CH:37][C:33]=1[C:34](Cl)=[O:35].C(O)C(N)(CO)CO.CCN(CC)CC. Product: [Cl:31][C:32]1[CH:40]=[CH:39][C:38]([F:41])=[CH:37][C:33]=1[C:34]([NH:1][C:2]1[CH:7]=[CH:6][CH:5]=[C:4]([C:8]2[C:16]([C:17]3[CH:22]=[CH:21][N:20]=[C:19]([NH:23][C:24]4[CH:29]=[CH:28][CH:27]=[C:26]([F:30])[CH:25]=4)[N:18]=3)=[C:11]3[CH:12]=[CH:13][CH:14]=[CH:15][N:10]3[N:9]=2)[CH:3]=1)=[O:35]. The catalyst class is: 1. (7) Reactant: [OH:1][C:2]1[CH:3]=[C:4]([CH:9]=[CH:10][CH:11]=1)[C:5]([O:7][CH3:8])=[O:6].Cl[C:13]1[N:18]=[CH:17][CH:16]=[CH:15][N:14]=1.C(=O)([O-])[O-].[K+].[K+].C(OCC)(=O)C. Product: [N:14]1[CH:15]=[CH:16][CH:17]=[N:18][C:13]=1[O:1][C:2]1[CH:3]=[C:4]([CH:9]=[CH:10][CH:11]=1)[C:5]([O:7][CH3:8])=[O:6]. The catalyst class is: 58. (8) Reactant: [N:1]1[N:2]2[CH:9]=[C:8]([CH2:10][CH2:11][OH:12])[N:7]=[C:3]2[N:4]=[CH:5][CH:6]=1.O[C:14]1[CH:36]=[CH:35][C:17]2[CH2:18][CH:19]([CH2:29][C:30]([O:32][CH2:33][CH3:34])=[O:31])[C:20](=[O:28])[N:21]([CH2:23][C:24]([F:27])([F:26])[F:25])[CH2:22][C:16]=2[CH:15]=1.C1(P(C2C=CC=CC=2)C2C=CC=CC=2)C=CC=CC=1.N(C(OC(C)C)=O)=NC(OC(C)C)=O. Product: [N:1]1[N:2]2[CH:9]=[C:8]([CH2:10][CH2:11][O:12][C:14]3[CH:36]=[CH:35][C:17]4[CH2:18][CH:19]([CH2:29][C:30]([O:32][CH2:33][CH3:34])=[O:31])[C:20](=[O:28])[N:21]([CH2:23][C:24]([F:26])([F:27])[F:25])[CH2:22][C:16]=4[CH:15]=3)[N:7]=[C:3]2[N:4]=[CH:5][CH:6]=1. The catalyst class is: 7. (9) Reactant: [CH2:1]([NH:8][C:9]1[CH:14]=[CH:13][CH:12]=[C:11]([N+:15]([O-:17])=[O:16])[C:10]=1[CH3:18])[C:2]1[CH:7]=[CH:6][CH:5]=[CH:4][CH:3]=1.C(N(C(C)C)CC)(C)C.Br[CH2:29][C:30]1[CH:39]=[CH:38][C:33]([C:34]([O:36][CH3:37])=[O:35])=[CH:32][CH:31]=1. Product: [CH2:1]([N:8]([CH2:29][C:30]1[CH:31]=[CH:32][C:33]([C:34]([O:36][CH3:37])=[O:35])=[CH:38][CH:39]=1)[C:9]1[CH:14]=[CH:13][CH:12]=[C:11]([N+:15]([O-:17])=[O:16])[C:10]=1[CH3:18])[C:2]1[CH:3]=[CH:4][CH:5]=[CH:6][CH:7]=1. The catalyst class is: 369.